Dataset: Retrosynthesis with 50K atom-mapped reactions and 10 reaction types from USPTO. Task: Predict the reactants needed to synthesize the given product. (1) Given the product N[C@@H](Cc1c[nH]cn1)C(=O)N1CCC[C@H]1C(=O)NC1CCCCC1, predict the reactants needed to synthesize it. The reactants are: O=C(N[C@@H](Cc1c[nH]cn1)C(=O)N1CCC[C@H]1C(=O)NC1CCCCC1)OCc1ccccc1. (2) Given the product N#Cc1ccc(NC2CCNCC2)cc1C(F)(F)F, predict the reactants needed to synthesize it. The reactants are: CC(C)(C)OC(=O)N1CCC(Nc2ccc(C#N)c(C(F)(F)F)c2)CC1. (3) Given the product CCOC(=O)C=Cc1ccc(OCc2ccccc2)cc1C(F)(F)F, predict the reactants needed to synthesize it. The reactants are: CCOC(=O)CP(=O)(OCC)OCC.O=Cc1ccc(OCc2ccccc2)cc1C(F)(F)F. (4) Given the product COC(=O)c1ccc(CN(C(=O)[C@@H]2Cc3ccccc3CN2)[C@H](C)c2ccccc2Cl)cc1, predict the reactants needed to synthesize it. The reactants are: COC(=O)c1ccc(CN(C(=O)[C@@H]2Cc3ccccc3CN2C(=O)OCc2ccccc2)[C@H](C)c2ccccc2Cl)cc1. (5) Given the product O=C1CCc2c(Oc3ccc(C(F)(F)F)cn3)cccc21, predict the reactants needed to synthesize it. The reactants are: FC(F)(F)c1ccc(Cl)nc1.O=C1CCc2c(O)cccc21.